Dataset: Full USPTO retrosynthesis dataset with 1.9M reactions from patents (1976-2016). Task: Predict the reactants needed to synthesize the given product. (1) Given the product [F:26][C:27]1[CH:33]=[C:32]([O:34][CH3:35])[CH:31]=[CH:30][C:28]=1[NH:29][C:2]1[C:7]([C:8]([N:10]2[CH2:15][CH2:14][CH:13]([C:16]3[CH:21]=[CH:20][C:19]([F:22])=[CH:18][CH:17]=3)[CH2:12][CH2:11]2)=[O:9])=[CH:6][N:5]([CH3:23])[C:4](=[O:24])[C:3]=1[CH3:25], predict the reactants needed to synthesize it. The reactants are: Cl[C:2]1[C:7]([C:8]([N:10]2[CH2:15][CH2:14][CH:13]([C:16]3[CH:21]=[CH:20][C:19]([F:22])=[CH:18][CH:17]=3)[CH2:12][CH2:11]2)=[O:9])=[CH:6][N:5]([CH3:23])[C:4](=[O:24])[C:3]=1[CH3:25].[F:26][C:27]1[CH:33]=[C:32]([O:34][CH3:35])[CH:31]=[CH:30][C:28]=1[NH2:29]. (2) Given the product [C:16]([O:15][C@H:9]1[C@H:10]([O:11][C:12](=[O:14])[CH3:13])[C@@H:5]([O:4][C:1](=[O:3])[CH3:2])[C@H:6]([C:26]2[CH:31]=[CH:30][C:29]([Cl:32])=[C:28]([CH2:33][C:34]3[CH:35]=[CH:36][C:37]([OH:40])=[CH:38][CH:39]=3)[CH:27]=2)[O:7][C@@H:8]1[CH2:19][O:20][C:21](=[O:23])[CH3:22])(=[O:18])[CH3:17], predict the reactants needed to synthesize it. The reactants are: [C:1]([O:4][C@@H:5]1[C@@H:10]([O:11][C:12](=[O:14])[CH3:13])[C@H:9]([O:15][C:16](=[O:18])[CH3:17])[C@@H:8]([CH2:19][O:20][C:21](=[O:23])[CH3:22])[O:7][C@:6]1([C:26]1[CH:31]=[CH:30][C:29]([Cl:32])=[C:28]([CH2:33][C:34]2[CH:39]=[CH:38][C:37]([O:40][Si](C(C)(C)C)(C)C)=[CH:36][CH:35]=2)[CH:27]=1)OC)(=[O:3])[CH3:2].O.C([SiH](CC)CC)C.C(OC(=O)C)C. (3) Given the product [CH3:14][O:12][C:11]([C@@H:8]1[CH2:7][C@@H:6]([OH:5])[CH2:10][NH:9]1)=[O:13], predict the reactants needed to synthesize it. The reactants are: S(Cl)(Cl)=O.[OH:5][C@H:6]1[CH2:10][NH:9][C@H:8]([C:11]([OH:13])=[O:12])[CH2:7]1.[CH3:14]O. (4) Given the product [CH3:1][O:2][C:3]1[C:7]([C:8]([O:10][CH2:11][CH3:12])=[O:9])=[CH:6][NH:5][N:4]=1, predict the reactants needed to synthesize it. The reactants are: [CH3:1][O:2][C:3]1[C:7]([C:8]([O:10][CH2:11][CH3:12])=[O:9])=[CH:6][N:5](C(OC(C)(C)C)=O)[N:4]=1. (5) Given the product [Cl:1][C:2]1[CH:7]=[CH:6][CH:5]=[CH:4][C:3]=1[C:8]1[C:15]([C:16]2[CH:17]=[CH:18][C:19]([Cl:22])=[CH:20][CH:21]=2)=[CH:14][C:11]([C:12]([NH2:13])=[O:34])=[C:10]([O:23][CH2:24][C:25]2[CH:30]=[CH:29][C:28]([F:31])=[C:27]([F:32])[CH:26]=2)[N:9]=1, predict the reactants needed to synthesize it. The reactants are: [Cl:1][C:2]1[CH:7]=[CH:6][CH:5]=[CH:4][C:3]=1[C:8]1[C:15]([C:16]2[CH:21]=[CH:20][C:19]([Cl:22])=[CH:18][CH:17]=2)=[CH:14][C:11]([C:12]#[N:13])=[C:10]([O:23][CH2:24][C:25]2[CH:30]=[CH:29][C:28]([F:31])=[C:27]([F:32])[CH:26]=2)[N:9]=1.C(O)(C(F)(F)F)=[O:34].[OH-].[K+].OO.